Dataset: Peptide-MHC class I binding affinity with 185,985 pairs from IEDB/IMGT. Task: Regression. Given a peptide amino acid sequence and an MHC pseudo amino acid sequence, predict their binding affinity value. This is MHC class I binding data. (1) The binding affinity (normalized) is 0.0847. The peptide sequence is DSDPMDGCE. The MHC is HLA-B15:01 with pseudo-sequence HLA-B15:01. (2) The peptide sequence is GTSWFITQR. The MHC is HLA-A33:01 with pseudo-sequence HLA-A33:01. The binding affinity (normalized) is 0.342. (3) The MHC is HLA-A02:01 with pseudo-sequence HLA-A02:01. The binding affinity (normalized) is 0.990. The peptide sequence is FLNAWIPPV. (4) The peptide sequence is ADYLSCSHF. The binding affinity (normalized) is 0.0957. The MHC is HLA-B45:01 with pseudo-sequence HLA-B45:01.